Dataset: Full USPTO retrosynthesis dataset with 1.9M reactions from patents (1976-2016). Task: Predict the reactants needed to synthesize the given product. (1) Given the product [F:25][C:24]1[CH:23]=[C:22]2[C:20](=[CH:19][C:18]=1[F:17])[N:21]=[CH:4][C:3]([C:12]([O:14][CH2:15][CH3:16])=[O:13])=[C:2]2[OH:1], predict the reactants needed to synthesize it. The reactants are: [OH:1][C:2]1C2C(=CC=CC=2)N=[CH:4][C:3]=1[C:12]([O:14][CH2:15][CH3:16])=[O:13].[F:17][C:18]1[CH:19]=[C:20]([CH:22]=[CH:23][C:24]=1[F:25])[NH2:21]. (2) Given the product [CH2:11]([N:18]1[CH2:22][CH2:21][CH:20]([C:23]2[NH:24][C:25](=[O:34])[C:26]3[C:31]([CH:32]=2)=[C:30]([CH3:33])[CH:29]=[CH:28][CH:27]=3)[CH2:19]1)[C:12]1[CH:17]=[CH:16][CH:15]=[CH:14][CH:13]=1, predict the reactants needed to synthesize it. The reactants are: C([C@H]([C@@H](C(O)=O)O)O)(O)=O.[CH2:11]([N:18]1[CH2:22][CH2:21][CH:20]([C:23]2[NH:24][C:25](=[O:34])[C:26]3[C:31]([CH:32]=2)=[C:30]([CH3:33])[CH:29]=[CH:28][CH:27]=3)[CH2:19]1)[C:12]1[CH:17]=[CH:16][CH:15]=[CH:14][CH:13]=1.C(Cl)Cl.[OH-].[Na+].O. (3) Given the product [NH:28]1[C:29]2[C:34](=[CH:33][CH:32]=[CH:31][CH:30]=2)[C:26]([CH2:25][N:19]2[CH2:18][CH2:17][CH2:16][C:15]3([CH2:22][CH2:23][N:12]([C:4]4[O:3][C:7]5[CH:8]=[CH:9][CH:10]=[CH:11][C:6]=5[N:5]=4)[CH2:13][CH2:14]3)[C:20]2=[O:21])=[CH:27]1, predict the reactants needed to synthesize it. The reactants are: [H-].[Na+].[O:3]1[C:7]2[CH:8]=[CH:9][CH:10]=[CH:11][C:6]=2[N:5]=[C:4]1[N:12]1[CH2:23][CH2:22][C:15]2([C:20](=[O:21])[NH:19][CH2:18][CH2:17][CH2:16]2)[CH2:14][CH2:13]1.Cl[CH2:25][C:26]1[C:34]2[C:29](=[CH:30][CH:31]=[CH:32][CH:33]=2)[N:28](S(C2C=CC(C)=CC=2)(=O)=O)[CH:27]=1.[NH4+].[Cl-]. (4) Given the product [CH3:58][O:57][C:55]([CH:54]=[CH:65][C:59]1[CH:64]=[CH:63][CH:62]=[CH:61][C:60]=1[C:9]1[CH:10]=[CH:11][C:12]([CH2:13][C:14]23[C:22](=[O:23])[N:21]([C:24]4[CH:29]=[C:28]([Cl:30])[CH:27]=[C:26]([Cl:31])[CH:25]=4)[C:20](=[O:32])[N:19]2[CH2:18][CH2:17][CH2:16][CH2:15]3)=[CH:33][CH:34]=1)=[O:56], predict the reactants needed to synthesize it. The reactants are: C(C1C=CC=CC=1[C:9]1[CH:34]=[CH:33][C:12]([CH2:13][C:14]23[C:22](=[O:23])[N:21]([C:24]4[CH:29]=[C:28]([Cl:30])[CH:27]=[C:26]([Cl:31])[CH:25]=4)[C:20](=[O:32])[N:19]2[CH2:18][CH2:17][CH2:16][CH2:15]3)=[CH:11][CH:10]=1)=O.C1(P(=[CH:54][C:55]([O:57][CH3:58])=[O:56])(C2C=CC=CC=2)C2C=CC=CC=2)C=CC=CC=1.[C:59]1([CH3:65])[CH:64]=[CH:63][CH:62]=[CH:61][CH:60]=1. (5) Given the product [CH2:15]([O:22][C@@H:23]([CH3:27])[C:24]([O:4][CH3:3])=[O:25])[C:16]1[CH:21]=[CH:20][CH:19]=[CH:18][CH:17]=1, predict the reactants needed to synthesize it. The reactants are: CN(C)[CH:3]=[O:4].C1([C@@H](N)C)C=CC=CC=1.[CH2:15]([O:22][C@@H:23]([CH3:27])[C:24](O)=[O:25])[C:16]1[CH:21]=[CH:20][CH:19]=[CH:18][CH:17]=1.S(Cl)(Cl)=O.